This data is from Forward reaction prediction with 1.9M reactions from USPTO patents (1976-2016). The task is: Predict the product of the given reaction. (1) The product is: [O:1]([N:8]=[C:9]([S:12][C:13]1[CH:18]=[CH:17][CH:16]=[CH:15][CH:14]=1)[CH:10]=[CH:11][S:12][C:13]1[CH:18]=[CH:17][CH:16]=[CH:15][CH:14]=1)[C:2]1[CH:7]=[CH:6][CH:5]=[CH:4][CH:3]=1. Given the reactants [O:1]([NH:8][C:9](=O)[CH:10]=[CH:11][S:12][C:13]1[CH:18]=[CH:17][CH:16]=[CH:15][CH:14]=1)[C:2]1[CH:7]=[CH:6][CH:5]=[CH:4][CH:3]=1.P(Cl)(Cl)(Cl)(Cl)Cl, predict the reaction product. (2) The product is: [Cl:1][C:2]1[C:7]([CH3:8])=[CH:6][C:5]([C:10](=[O:12])[CH3:11])=[C:4]([OH:9])[CH:3]=1. Given the reactants [Cl:1][C:2]1[CH:3]=[C:4]([OH:9])[CH:5]=[CH:6][C:7]=1[CH3:8].[C:10](Cl)(=[O:12])[CH3:11].[Al+3].[Cl-].[Cl-].[Cl-], predict the reaction product. (3) Given the reactants [C:1]([C:5]1[CH:10]=[CH:9][CH:8]=[CH:7][C:6]=1[N:11]1[CH2:16][CH2:15][N:14]([C:17](=[O:29])[CH2:18][S:19][C:20]2[N:24]([CH3:25])[N:23]=[C:22]([CH3:26])[C:21]=2[CH:27]=[O:28])[CH2:13][CH2:12]1)([CH3:4])([CH3:3])[CH3:2].P([O-])(O)(O)=[O:31].[Na+].CC(=CC)C.Cl([O-])=O.[Na+].S([O-])(O)=O.[Na+], predict the reaction product. The product is: [C:1]([C:5]1[CH:10]=[CH:9][CH:8]=[CH:7][C:6]=1[N:11]1[CH2:12][CH2:13][N:14]([C:17](=[O:29])[CH2:18][S:19][C:20]2[N:24]([CH3:25])[N:23]=[C:22]([CH3:26])[C:21]=2[C:27]([OH:31])=[O:28])[CH2:15][CH2:16]1)([CH3:4])([CH3:2])[CH3:3]. (4) Given the reactants [NH:1]1[CH2:6][CH2:5][C:4]2([O:11][C:10]3[C:12]4[C:17]([C:18](=[O:21])[C:19](=[O:20])[C:9]=3[S:8][CH2:7]2)=[CH:16][CH:15]=[CH:14][CH:13]=4)[CH2:3][CH2:2]1.Br[CH:23]([C:25]1[CH:30]=[CH:29][CH:28]=[CH:27][CH:26]=1)[CH3:24], predict the reaction product. The product is: [C:25]1([CH:23]([N:1]2[CH2:2][CH2:3][C:4]3([O:11][C:10]4[C:12]5[C:17]([C:18](=[O:21])[C:19](=[O:20])[C:9]=4[S:8][CH2:7]3)=[CH:16][CH:15]=[CH:14][CH:13]=5)[CH2:5][CH2:6]2)[CH3:24])[CH:30]=[CH:29][CH:28]=[CH:27][CH:26]=1. (5) Given the reactants CS(O[CH2:6][C:7]1([F:13])[CH2:12][CH2:11][O:10][CH2:9][CH2:8]1)(=O)=O.[C:14]1(=[O:24])[NH:18][C:17](=[O:19])[C:16]2=[CH:20][CH:21]=[CH:22][CH:23]=[C:15]12.[K], predict the reaction product. The product is: [F:13][C:7]1([CH2:6][N:18]2[C:14](=[O:24])[C:15]3[C:16](=[CH:20][CH:21]=[CH:22][CH:23]=3)[C:17]2=[O:19])[CH2:12][CH2:11][O:10][CH2:9][CH2:8]1.